This data is from Forward reaction prediction with 1.9M reactions from USPTO patents (1976-2016). The task is: Predict the product of the given reaction. (1) Given the reactants [NH:1]1[C:9]2[C:4](=[CH:5][C:6]([C:10]3[C:19]4[C:14](=[CH:15][CH:16]=[CH:17][CH:18]=4)[N:13]=[C:12]([NH:20][C:21]4[CH:29]=[CH:28][C:24]([C:25](O)=[O:26])=[CH:23][CH:22]=4)[N:11]=3)=[CH:7][CH:8]=2)[CH:3]=[CH:2]1.[CH3:30][C:31]1[CH:37]=[CH:36][CH:35]=[C:34]([CH3:38])[C:32]=1[NH2:33].CN(C(ON1N=NC2C=CC=NC1=2)=[N+](C)C)C.F[P-](F)(F)(F)(F)F.CCN(C(C)C)C(C)C, predict the reaction product. The product is: [CH3:30][C:31]1[CH:37]=[CH:36][CH:35]=[C:34]([CH3:38])[C:32]=1[NH:33][C:25](=[O:26])[C:24]1[CH:23]=[CH:22][C:21]([NH:20][C:12]2[N:11]=[C:10]([C:6]3[CH:5]=[C:4]4[C:9](=[CH:8][CH:7]=3)[NH:1][CH:2]=[CH:3]4)[C:19]3[C:14](=[CH:15][CH:16]=[CH:17][CH:18]=3)[N:13]=2)=[CH:29][CH:28]=1. (2) The product is: [CH2:8]([NH:7][C:1]1([C:16]([F:21])([F:20])[F:15])[CH2:6][CH2:5][CH2:4][CH2:3][CH2:2]1)[C:9]1[CH:10]=[CH:11][CH:12]=[CH:13][CH:14]=1. Given the reactants [C:1]1(=[N:7][CH2:8][C:9]2[CH:14]=[CH:13][CH:12]=[CH:11][CH:10]=2)[CH2:6][CH2:5][CH2:4][CH2:3][CH2:2]1.[F:15][C:16]([F:21])([F:20])C(O)=O.F.[K].C[Si](C)(C)C(F)(F)F.C([O-])([O-])=O.[Na+].[Na+], predict the reaction product.